Dataset: Reaction yield outcomes from USPTO patents with 853,638 reactions. Task: Predict the reaction yield, written as a fraction of the theoretical maximum amount of product (1.0 means a 100% yield; for example, 0.34 means a 34% yield). (1) The reactants are Cl[C:2]1[N:7]=[C:6]([N:8]2[CH2:13][CH2:12][O:11][CH2:10][CH2:9]2)[N:5]=[C:4]([N:14]2[CH2:19][CH2:18][O:17][CH2:16][CH2:15]2)[N:3]=1.[C:20]([C:22]1[CH:27]=[CH:26][C:25](B(O)O)=[CH:24][CH:23]=1)#[N:21]. No catalyst specified. The product is [O:17]1[CH2:18][CH2:19][N:14]([C:4]2[N:5]=[C:6]([N:8]3[CH2:13][CH2:12][O:11][CH2:10][CH2:9]3)[N:7]=[C:2]([C:25]3[CH:26]=[CH:27][C:22]([C:20]#[N:21])=[CH:23][CH:24]=3)[N:3]=2)[CH2:15][CH2:16]1. The yield is 0.500. (2) The reactants are [CH3:1][O:2][C:3]1[CH:11]=[C:10]([O:12][CH3:13])[CH:9]=[CH:8][C:4]=1[C:5](O)=O.O=P(Cl)(Cl)Cl.[NH2:19][C:20]1[C:25]([NH2:26])=[CH:24][CH:23]=[CH:22][N:21]=1. No catalyst specified. The product is [CH3:1][O:2][C:3]1[CH:11]=[C:10]([O:12][CH3:13])[CH:9]=[CH:8][C:4]=1[C:5]1[NH:19][C:20]2=[N:21][CH:22]=[CH:23][CH:24]=[C:25]2[N:26]=1. The yield is 0.880. (3) The reactants are [O:1]1[C:6]2[CH:7]=[CH:8][CH:9]=[C:10]([NH2:11])[C:5]=2[O:4][CH2:3][CH2:2]1.Cl[CH2:13][CH2:14][OH:15].CCN(C(C)C)C(C)C.[C:25](OCC)(=[O:27])[CH3:26]. No catalyst specified. The product is [O:1]1[C:6]2[CH:7]=[CH:8][CH:9]=[C:10]([N:11]([CH2:26][CH2:25][OH:27])[CH2:13][CH2:14][OH:15])[C:5]=2[O:4][CH2:3][CH2:2]1. The yield is 0.800. (4) The reactants are [C:1]([O:5][C:6]([N:8]1[CH2:13][CH2:12][CH:11]([C:14]2[CH:15]=[C:16]3[C:20](=[CH:21][CH:22]=2)[N:19]([C:23]([O:25][C:26]([CH3:29])([CH3:28])[CH3:27])=[O:24])[N:18]=[C:17]3I)[CH2:10][CH2:9]1)=[O:7])([CH3:4])([CH3:3])[CH3:2].[CH3:31][Si:32]([C:35]#[CH:36])([CH3:34])[CH3:33]. The catalyst is CCOC(C)=O.Cl[Pd](Cl)([P](C1C=CC=CC=1)(C1C=CC=CC=1)C1C=CC=CC=1)[P](C1C=CC=CC=1)(C1C=CC=CC=1)C1C=CC=CC=1. The product is [C:1]([O:5][C:6]([N:8]1[CH2:13][CH2:12][CH:11]([C:14]2[CH:15]=[C:16]3[C:20](=[CH:21][CH:22]=2)[N:19]([C:23]([O:25][C:26]([CH3:29])([CH3:28])[CH3:27])=[O:24])[N:18]=[C:17]3[C:36]#[C:35][Si:32]([CH3:34])([CH3:33])[CH3:31])[CH2:10][CH2:9]1)=[O:7])([CH3:4])([CH3:3])[CH3:2]. The yield is 1.00. (5) The reactants are [C:1]([N:5]1[CH2:10][CH2:9][C@@H:8]([O:11][C:12]2[CH:13]=[C:14]3[C:19](=[CH:20][C:21]=2[O:22][CH3:23])[N:18]=[CH:17][N:16]=[C:15]3[NH:24][C:25]2[CH:30]=[CH:29][C:28]([F:31])=[C:27]([Cl:32])[C:26]=2[F:33])[CH2:7][C@@H:6]1[C:34]([O:36]C)=[O:35])(=[O:4])[CH:2]=[CH2:3].O.[OH-].[Li+]. The catalyst is O1CCCC1.CO. The product is [C:1]([N:5]1[CH2:10][CH2:9][C@@H:8]([O:11][C:12]2[CH:13]=[C:14]3[C:19](=[CH:20][C:21]=2[O:22][CH3:23])[N:18]=[CH:17][N:16]=[C:15]3[NH:24][C:25]2[CH:30]=[CH:29][C:28]([F:31])=[C:27]([Cl:32])[C:26]=2[F:33])[CH2:7][C@@H:6]1[C:34]([OH:36])=[O:35])(=[O:4])[CH:2]=[CH2:3]. The yield is 0.690.